This data is from Forward reaction prediction with 1.9M reactions from USPTO patents (1976-2016). The task is: Predict the product of the given reaction. (1) The product is: [CH3:21][C:15]1[C:14]([N:11]2[CH2:12][CH2:13][NH:8][CH2:9][CH2:10]2)=[CH:19][CH:18]=[C:17]([CH3:20])[N:16]=1. Given the reactants C(OC([N:8]1[CH2:13][CH2:12][N:11]([C:14]2[C:15]([CH3:21])=[N:16][C:17]([CH3:20])=[CH:18][CH:19]=2)[CH2:10][CH2:9]1)=O)(C)(C)C.Cl.C(OCC)(=O)C.C(=O)([O-])[O-].[K+].[K+], predict the reaction product. (2) The product is: [Cl:25][C:26]1[CH:31]=[C:30]([F:32])[CH:29]=[CH:28][C:27]=1[S:33][Cl:37]. Given the reactants C(C1C(O)=C(C(C)=C(SC2C=CC(OC)=CC=2)C=1)C(O)=O)(C)(C)C.[Cl:25][C:26]1[CH:31]=[C:30]([F:32])[CH:29]=[CH:28][C:27]=1[SH:33].S(Cl)([Cl:37])(=O)=O.ClN1C(=O)CCC1=O, predict the reaction product. (3) Given the reactants [N:1]12[CH2:7][C:4]([C:8]([C:17]3[CH:22]=[CH:21][CH:20]=[CH:19][CH:18]=3)([C:11]3[CH:16]=[CH:15][CH:14]=[CH:13][CH:12]=3)[C:9]#[N:10])([CH2:5][CH2:6]1)[CH2:3][CH2:2]2.[Br:23][CH2:24][CH2:25][CH2:26][CH2:27][CH2:28][CH3:29], predict the reaction product. The product is: [Br-:23].[C:9]([C:8]([C:17]1[CH:22]=[CH:21][CH:20]=[CH:19][CH:18]=1)([C:11]1[CH:12]=[CH:13][CH:14]=[CH:15][CH:16]=1)[C:4]12[CH2:7][N+:1]([CH2:24][CH2:25][CH2:26][CH2:27][CH2:28][CH3:29])([CH2:6][CH2:5]1)[CH2:2][CH2:3]2)#[N:10]. (4) Given the reactants [CH:1]([N:5]1[C:13]2[CH:12]=[C:11]([Cl:14])[N:10]=[CH:9][C:8]=2[C:7](I)=[N:6]1)([CH2:3][CH3:4])[CH3:2].[CH2:16]1[C:19]2([CH2:22][NH:21][CH2:20]2)[CH2:18][O:17]1.C(=O)([O-])[O-].[Cs+].[Cs+].C1(P(C2C=CC=CC=2)C2C3OC4C(=CC=CC=4P(C4C=CC=CC=4)C4C=CC=CC=4)C(C)(C)C=3C=CC=2)C=CC=CC=1, predict the reaction product. The product is: [CH:1]([N:5]1[C:13]2[CH:12]=[C:11]([Cl:14])[N:10]=[CH:9][C:8]=2[C:7]([N:21]2[CH2:22][C:19]3([CH2:16][O:17][CH2:18]3)[CH2:20]2)=[N:6]1)([CH2:3][CH3:4])[CH3:2]. (5) Given the reactants [CH:1]1[C:10]2[C:5](=[C:6]([N:11]3[CH2:16][CH2:15][N:14]([C:17]([O:19][C:20]([CH3:23])([CH3:22])[CH3:21])=[O:18])[CH2:13][C:12]3=[O:24])[CH:7]=[CH:8][CH:9]=2)[CH:4]=[CH:3][N:2]=1.C1C2C(=C(N3CCN(C(OC(C)(C)C)=O)CC3)C=CC=2)CCN=1, predict the reaction product. The product is: [CH:1]1[C:10]2[C:5](=[C:6]([N:11]3[CH2:16][CH2:15][N:14]([C:17]([O:19][C:20]([CH3:22])([CH3:21])[CH3:23])=[O:18])[CH2:13][C:12]3=[O:24])[CH:7]=[CH:8][CH:9]=2)[CH2:4][CH2:3][N:2]=1. (6) Given the reactants C(OC([NH:8][C:9]1([C:18]([OH:20])=[O:19])[CH2:16][CH:15]2[NH:17][CH:11]([CH2:12][O:13][CH2:14]2)[CH2:10]1)=O)(C)(C)C.[Br:21][C:22]1[CH:27]=[C:26]([F:28])[CH:25]=[CH:24][C:23]=1[C@H:29]1[C:34]([C:35]([O:37][CH2:38][CH3:39])=[O:36])=[C:33]([CH2:40]Br)[NH:32][C:31]([C:42]2[S:43][CH:44]=[CH:45][N:46]=2)=[N:30]1, predict the reaction product. The product is: [NH2:8][C:9]1([C:18]([OH:20])=[O:19])[CH2:10][CH:11]2[N:17]([CH2:40][C:33]3[NH:32][C:31]([C:42]4[S:43][CH:44]=[CH:45][N:46]=4)=[N:30][C@@H:29]([C:23]4[CH:24]=[CH:25][C:26]([F:28])=[CH:27][C:22]=4[Br:21])[C:34]=3[C:35]([O:37][CH2:38][CH3:39])=[O:36])[CH:15]([CH2:14][O:13][CH2:12]2)[CH2:16]1. (7) Given the reactants [C:1]1([C@@H:7]([NH:9][C:10]2[C:15]([N+:16]([O-])=O)=[CH:14][N:13]=[C:12](Br)[CH:11]=2)[CH3:8])[CH:6]=[CH:5][CH:4]=[CH:3][CH:2]=1.Br[C:21]1[CH:26]=[C:25](Br)[C:24]([N+]([O-])=O)=[CH:23][N:22]=1.C(N(C(C)C)CC)(C)C.[C:40]1([C@@H](N)C)C=C[CH:43]=[CH:42][CH:41]=1.[O:49]1CCC[CH2:50]1, predict the reaction product. The product is: [C:1]1([C@@H:7]([N:9]2[C:10]3[CH:11]=[C:12]([C:43]4[CH:42]=[CH:41][CH:40]=[C:23]5[C:24]=4[CH:25]=[CH:26][CH:21]=[N:22]5)[N:13]=[CH:14][C:15]=3[NH:16][C:50]2=[O:49])[CH3:8])[CH:6]=[CH:5][CH:4]=[CH:3][CH:2]=1.